This data is from Reaction yield outcomes from USPTO patents with 853,638 reactions. The task is: Predict the reaction yield, written as a fraction of the theoretical maximum amount of product (1.0 means a 100% yield; for example, 0.34 means a 34% yield). (1) The reactants are Cl[C:2]1[N:3]=[C:4]([NH:17][CH2:18][CH2:19][CH3:20])[C:5]2[N:11]=[C:10](Cl)[N:9]=[C:8]([NH:13][CH2:14][CH2:15][CH3:16])[C:6]=2[N:7]=1.[CH:21]([NH2:24])([CH3:23])[CH3:22].CNC1N=C(NCCC)[C:30]2N=C(NC)N=[C:33](NCCC)[C:31]=2[N:32]=1. No catalyst specified. The product is [CH:21]([NH:24][C:2]1[N:3]=[C:4]([NH:17][CH2:18][CH2:19][CH3:20])[C:5]2[N:11]=[C:10]([NH:32][CH:31]([CH3:33])[CH3:30])[N:9]=[C:8]([NH:13][CH2:14][CH2:15][CH3:16])[C:6]=2[N:7]=1)([CH3:23])[CH3:22]. The yield is 0.850. (2) The reactants are [NH2:1][C:2]1[C:3]([C:8]([O:10][CH3:11])=[O:9])=[N:4][CH:5]=[CH:6][N:7]=1.[F:12][C:13]1[CH:21]=[CH:20][C:16]([C:17](Cl)=[O:18])=[CH:15][CH:14]=1. The catalyst is N1C=CC=CC=1. The product is [F:12][C:13]1[CH:21]=[CH:20][C:16]([C:17]([N:1]([C:2]2[C:3]([C:8]([O:10][CH3:11])=[O:9])=[N:4][CH:5]=[CH:6][N:7]=2)[C:17](=[O:18])[C:16]2[CH:20]=[CH:21][C:13]([F:12])=[CH:14][CH:15]=2)=[O:18])=[CH:15][CH:14]=1. The yield is 0.900.